This data is from Peptide-MHC class I binding affinity with 185,985 pairs from IEDB/IMGT. The task is: Regression. Given a peptide amino acid sequence and an MHC pseudo amino acid sequence, predict their binding affinity value. This is MHC class I binding data. (1) The peptide sequence is KELYPLTSL. The MHC is HLA-A11:01 with pseudo-sequence HLA-A11:01. The binding affinity (normalized) is 0. (2) The peptide sequence is ILQMYMSV. The MHC is H-2-Db with pseudo-sequence H-2-Db. The binding affinity (normalized) is 0.00978. (3) The peptide sequence is SPYRTLMSCPI. The MHC is HLA-B07:02 with pseudo-sequence HLA-B07:02. The binding affinity (normalized) is 0.872.